This data is from Catalyst prediction with 721,799 reactions and 888 catalyst types from USPTO. The task is: Predict which catalyst facilitates the given reaction. Reactant: [Br:1][C:2]1[CH:3]=[C:4]([C:10](=[O:12])[CH3:11])[CH:5]=[C:6]([O:8][CH3:9])[CH:7]=1.[Br-:13].[Br-].[Br-].C1([N+](C)(C)C)C=CC=CC=1.C1([N+](C)(C)C)C=CC=CC=1.C1([N+](C)(C)C)C=CC=CC=1.O.CC(=O)OCC. Product: [Br:13][CH2:11][C:10]([C:4]1[CH:5]=[C:6]([O:8][CH3:9])[CH:7]=[C:2]([Br:1])[CH:3]=1)=[O:12]. The catalyst class is: 92.